This data is from Catalyst prediction with 721,799 reactions and 888 catalyst types from USPTO. The task is: Predict which catalyst facilitates the given reaction. (1) The catalyst class is: 5. Product: [OH:4][C:3]1[CH:5]=[CH:6][CH:7]=[CH:8][C:2]=1[C:1]([NH:13][CH3:12])=[O:10]. Reactant: [C:1]([O:10]C)(=O)[C:2]1[C:3](=[CH:5][CH:6]=[CH:7][CH:8]=1)[OH:4].[CH3:12][NH2:13]. (2) Reactant: [C:1]([C@H:5]1[CH2:10][CH2:9][C@H:8]([O:11][C:12]2[CH:13]=[C:14]3[C:19](=[CH:20][CH:21]=2)[CH:18]=[C:17]([CH:22]=O)[CH:16]=[CH:15]3)[CH2:7][CH2:6]1)([CH3:4])([CH3:3])[CH3:2].Cl.[CH3:25][CH:26]1[CH:31]([C:32]([O:34][CH2:35][CH3:36])=[O:33])[CH2:30][CH2:29][NH:28][CH2:27]1.[BH-](OC(C)=O)(OC(C)=O)OC(C)=O.[Na+].C([O-])([O-])=O.[Na+].[Na+]. Product: [C:1]([C@H:5]1[CH2:10][CH2:9][C@H:8]([O:11][C:12]2[CH:13]=[C:14]3[C:19](=[CH:20][CH:21]=2)[CH:18]=[C:17]([CH2:22][N:28]2[CH2:29][CH2:30][CH:31]([C:32]([O:34][CH2:35][CH3:36])=[O:33])[CH:26]([CH3:25])[CH2:27]2)[CH:16]=[CH:15]3)[CH2:7][CH2:6]1)([CH3:4])([CH3:3])[CH3:2]. The catalyst class is: 325.